From a dataset of Reaction yield outcomes from USPTO patents with 853,638 reactions. Predict the reaction yield, written as a fraction of the theoretical maximum amount of product (1.0 means a 100% yield; for example, 0.34 means a 34% yield). (1) The reactants are [F:1][C:2]1[CH:33]=[CH:32][C:5]([CH2:6][NH:7][C:8]([C:10]2[CH:31]=[CH:30][C:13]3[S:14][C:15]4[CH:29]=[CH:28][CH:27]=[CH:26][C:16]=4[C:17]([C:19]4[CH:24]=[CH:23][C:22]([Cl:25])=[CH:21][CH:20]=4)=[N:18][C:12]=3[CH:11]=2)=[O:9])=[CH:4][CH:3]=1.OO.C(=O)(O)[O-:37].[Na+]. The catalyst is C(O)(=O)C. The product is [F:1][C:2]1[CH:3]=[CH:4][C:5]([CH2:6][NH:7][C:8]([C:10]2[CH:31]=[CH:30][C:13]3[S:14](=[O:37])[C:15]4[CH:29]=[CH:28][CH:27]=[CH:26][C:16]=4[C:17]([C:19]4[CH:24]=[CH:23][C:22]([Cl:25])=[CH:21][CH:20]=4)=[N:18][C:12]=3[CH:11]=2)=[O:9])=[CH:32][CH:33]=1. The yield is 0.290. (2) The reactants are [Br:1][C:2]1[CH:3]=[CH:4][C:5]([C:8]#[N:9])=[N:6][CH:7]=1.B.C1COCC1.Cl.C([O-])([O-])=O.[K+].[K+]. The catalyst is CO. The product is [Br:1][C:2]1[CH:3]=[CH:4][C:5]([CH2:8][NH2:9])=[N:6][CH:7]=1. The yield is 0.700. (3) The reactants are [C:1]([NH:5][C:6](=[O:8])[OH:7])([CH3:4])([CH3:3])[CH3:2].C[O:10][CH2:11][C:12]1([S:15]([NH2:18])(=[O:17])=[O:16])[CH2:14][CH2:13]1.[CH3:19][C:20]1[O:24][N:23]=[C:22]([CH3:25])[C:21]=1[N:26]=C=O. No catalyst specified. The product is [C:1]([NH:5][C:6](=[O:7])[OH:8])([CH3:4])([CH3:3])[CH3:2].[CH3:25][C:22]1[C:21]([NH:26][C:11]([C:12]2([S:15]([NH2:18])(=[O:17])=[O:16])[CH2:14][CH2:13]2)=[O:10])=[C:20]([CH3:19])[O:24][N:23]=1. The yield is 1.00. (4) The reactants are [Cl:1][C:2]1[C:11](=[O:12])[C:10]2[C:5](=[C:6]([O:15]C)[C:7]([O:13]C)=[CH:8][CH:9]=2)[O:4][C:3]=1[C:17]1[CH:22]=[CH:21][C:20]([O:23]C)=[C:19]([O:25]C)[CH:18]=1.B(Br)(Br)Br. The catalyst is ClCCl.O. The product is [Cl:1][C:2]1[C:11](=[O:12])[C:10]2[C:5](=[C:6]([OH:15])[C:7]([OH:13])=[CH:8][CH:9]=2)[O:4][C:3]=1[C:17]1[CH:22]=[CH:21][C:20]([OH:23])=[C:19]([OH:25])[CH:18]=1. The yield is 0.420. (5) The catalyst is C1COCC1. The product is [CH3:19][C:2]1([CH3:1])[O:20][C:29](=[O:31])[N:4]([C:5]2[N:6]=[N:7][C:8]([C:11]#[C:12][C:13]3[CH:18]=[CH:17][CH:16]=[CH:15][CH:14]=3)=[CH:9][CH:10]=2)[CH2:3]1. The reactants are [CH3:1][C:2]([OH:20])([CH3:19])[CH2:3][NH:4][C:5]1[N:6]=[N:7][C:8]([C:11]#[C:12][C:13]2[CH:18]=[CH:17][CH:16]=[CH:15][CH:14]=2)=[CH:9][CH:10]=1.C(N(CC)CC)C.Cl[C:29](Cl)([O:31]C(=O)OC(Cl)(Cl)Cl)Cl. The yield is 0.520. (6) The reactants are [O-]P([O-])([O-])=O.[K+].[K+].[K+].[C@@H]1(N)CCCC[C@H]1N.CCCCCCCCCCCC.I[C:30]1[S:31][CH:32]=[CH:33][CH:34]=1.[NH:35]1[CH2:39][CH2:38][CH2:37][C:36]1=[O:40]. The catalyst is [Cu]I.O1CCOCC1. The product is [S:31]1[CH:32]=[CH:33][CH:34]=[C:30]1[N:35]1[CH2:39][CH2:38][CH2:37][C:36]1=[O:40]. The yield is 1.00. (7) The reactants are [OH:1][C:2]1[CH:9]=[CH:8][C:5]([CH:6]=O)=[CH:4][CH:3]=1.[C@H:10]12[CH2:16][C@H:13]([NH:14][CH2:15]1)[CH2:12][N:11]2[C:17]([O:19][C:20]([CH3:23])([CH3:22])[CH3:21])=[O:18].C(O)(=O)C.C(O[BH-](OC(=O)C)OC(=O)C)(=O)C.[Na+]. The catalyst is C(Cl)Cl. The product is [OH:1][C:2]1[CH:9]=[CH:8][C:5]([CH2:6][N:14]2[CH2:15][C@@H:10]3[CH2:16][C@H:13]2[CH2:12][N:11]3[C:17]([O:19][C:20]([CH3:23])([CH3:22])[CH3:21])=[O:18])=[CH:4][CH:3]=1. The yield is 0.500. (8) The reactants are [OH:1]OS([O-])=O.[K+].[Br:7][C:8]1[CH:32]=[CH:31][C:11]([NH:12][C:13]2[C:22]3[C:17](=[CH:18][C:19]([O:25][CH2:26][CH2:27][S:28][CH2:29][CH3:30])=[C:20]([O:23][CH3:24])[CH:21]=3)[N:16]=[CH:15][N:14]=2)=[C:10]([F:33])[CH:9]=1. The catalyst is O.CO. The product is [Br:7][C:8]1[CH:32]=[CH:31][C:11]([NH:12][C:13]2[C:22]3[C:17](=[CH:18][C:19]([O:25][CH2:26][CH2:27][S:28]([CH2:29][CH3:30])=[O:1])=[C:20]([O:23][CH3:24])[CH:21]=3)[N:16]=[CH:15][N:14]=2)=[C:10]([F:33])[CH:9]=1. The yield is 0.310. (9) The reactants are O[CH2:2][CH2:3][CH2:4][N:5]1[CH2:10][CH2:9][N:8]([C:11]([O:13][C:14]([CH3:17])([CH3:16])[CH3:15])=[O:12])[CH2:7][CH2:6]1.N1C=CN=C1.[I:23]I. The catalyst is C(Cl)Cl. The product is [I:23][CH2:2][CH2:3][CH2:4][N:5]1[CH2:10][CH2:9][N:8]([C:11]([O:13][C:14]([CH3:17])([CH3:16])[CH3:15])=[O:12])[CH2:7][CH2:6]1. The yield is 0.770. (10) The product is [OH:1][CH2:2][CH2:3][N:4]([CH3:16])[C:5]1[N:10]=[CH:9][C:8]([CH:11]([CH3:15])[C:12]([NH:72][CH2:71][C:70]2[C:65]([N:62]3[CH2:63][CH2:64][CH:59]([CH3:58])[CH2:60][CH2:61]3)=[N:66][C:67]([C:73]([F:76])([F:74])[F:75])=[CH:68][CH:69]=2)=[O:14])=[CH:7][CH:6]=1. The catalyst is O1CCCC1.CN(C=O)C. The reactants are [OH:1][CH2:2][CH2:3][N:4]([CH3:16])[C:5]1[N:10]=[CH:9][C:8]([CH:11]([CH3:15])[C:12]([OH:14])=O)=[CH:7][CH:6]=1.CCN(C(C)C)C(C)C.ON1C2C=CC=CC=2N=N1.CN(C(ON1N=NC2C=CC=CC1=2)=[N+](C)C)C.[B-](F)(F)(F)F.[CH3:58][CH:59]1[CH2:64][CH2:63][N:62]([C:65]2[C:70]([CH2:71][NH2:72])=[CH:69][CH:68]=[C:67]([C:73]([F:76])([F:75])[F:74])[N:66]=2)[CH2:61][CH2:60]1. The yield is 0.370.